Dataset: Catalyst prediction with 721,799 reactions and 888 catalyst types from USPTO. Task: Predict which catalyst facilitates the given reaction. (1) Reactant: [F:1][C:2]1[CH:3]=[C:4]([C:8]2[C:12]([CH2:13][NH2:14])=[C:11]([CH3:15])[O:10][N:9]=2)[CH:5]=[CH:6][CH:7]=1.Cl[C:17]1[CH:26]=[CH:25][C:20]([C:21]([O:23][CH3:24])=[O:22])=[CH:19][N:18]=1.C(N(CC)C(C)C)(C)C. Product: [CH3:24][O:23][C:21](=[O:22])[C:20]1[CH:25]=[CH:26][C:17]([NH:14][CH2:13][C:12]2[C:8]([C:4]3[CH:5]=[CH:6][CH:7]=[C:2]([F:1])[CH:3]=3)=[N:9][O:10][C:11]=2[CH3:15])=[N:18][CH:19]=1. The catalyst class is: 16. (2) Reactant: [CH3:1][C:2]1[C:10]2[C:5](=[C:6]([OH:16])[CH:7]=[C:8]([C:11]([O:13][CH2:14][CH3:15])=[O:12])[CH:9]=2)[NH:4][N:3]=1.[H-].[Na+].I[CH2:20]C. Product: [CH3:20][O:16][C:6]1[CH:7]=[C:8]([C:11]([O:13][CH2:14][CH3:15])=[O:12])[CH:9]=[C:10]2[C:5]=1[NH:4][N:3]=[C:2]2[CH3:1]. The catalyst class is: 31. (3) Reactant: [NH2:1][C:2]1[CH:3]=[C:4]([CH:8]=[CH:9][C:10]=1[NH2:11])[C:5]([OH:7])=[O:6].[N:12]([O-])=O.[Na+]. Product: [NH:11]1[C:10]2[CH:9]=[CH:8][C:4]([C:5]([OH:7])=[O:6])=[CH:3][C:2]=2[N:1]=[N:12]1. The catalyst class is: 52. (4) Reactant: [CH2:1]([C:4]1([CH2:38][F:39])[S:9](=[O:11])(=[O:10])[CH2:8][C@:7]([C:13]2[CH:18]=[C:17]([N+:19]([O-:21])=[O:20])[CH:16]=[CH:15][C:14]=2[F:22])([CH3:12])[N:6]=[C:5]1[N:23]([C:31]([O:33][C:34]([CH3:37])([CH3:36])[CH3:35])=[O:32])[C:24](=[O:30])[O:25][C:26]([CH3:29])([CH3:28])[CH3:27])[CH:2]=C.C1(P(C2C=CC=CC=2)C2C=CC=CC=2)C=CC=CC=1.C[OH:60]. Product: [C:26]([O:25][C:24]([N:23]([C:5]1[C:4]([CH2:38][F:39])([CH2:1][CH:2]=[O:60])[S:9](=[O:10])(=[O:11])[CH2:8][C@:7]([C:13]2[CH:18]=[C:17]([N+:19]([O-:21])=[O:20])[CH:16]=[CH:15][C:14]=2[F:22])([CH3:12])[N:6]=1)[C:31](=[O:32])[O:33][C:34]([CH3:35])([CH3:36])[CH3:37])=[O:30])([CH3:28])([CH3:27])[CH3:29]. The catalyst class is: 2. (5) Reactant: [Cl:1][C:2]1[CH:3]=[C:4](/[CH:21]=[CH:22]/[C:23](O)=[O:24])[CH:5]=[N:6][C:7]=1[NH:8][C@@H:9]1[CH2:13][CH2:12][N:11]([CH2:14][CH:15]2[CH2:20][CH2:19][CH2:18][CH2:17][CH2:16]2)[CH2:10]1.[O:26]1[CH2:31][CH2:30][CH2:29][CH2:28][CH:27]1[O:32][NH2:33].CCN=C=NCCCN(C)C.C(OCC)(C)=O.O. Product: [Cl:1][C:2]1[CH:3]=[C:4](/[CH:21]=[CH:22]/[C:23]([NH:33][O:32][CH:27]2[CH2:28][CH2:29][CH2:30][CH2:31][O:26]2)=[O:24])[CH:5]=[N:6][C:7]=1[NH:8][C@@H:9]1[CH2:13][CH2:12][N:11]([CH2:14][CH:15]2[CH2:20][CH2:19][CH2:18][CH2:17][CH2:16]2)[CH2:10]1. The catalyst class is: 3.